Dataset: Reaction yield outcomes from USPTO patents with 853,638 reactions. Task: Predict the reaction yield, written as a fraction of the theoretical maximum amount of product (1.0 means a 100% yield; for example, 0.34 means a 34% yield). (1) The reactants are [CH:1]1([CH2:4][C:5](=O)/[C:6](/[C:11]2[CH:16]=[CH:15][N:14]=[C:13]([NH:17][C:18]3[CH:23]=[CH:22][N:21]=[CH:20][CH:19]=3)[N:12]=2)=[CH:7]\N(C)C)[CH2:3][CH2:2]1.C(=O)([O-])[O-].[K+].[K+].[OH:31][C:32]([CH3:39])([CH3:38])[CH2:33][NH:34][C:35]([NH2:37])=[NH:36]. The product is [CH:1]1([CH2:4][C:5]2[C:6]([C:11]3[CH:16]=[CH:15][N:14]=[C:13]([NH:17][C:18]4[CH:23]=[CH:22][N:21]=[CH:20][CH:19]=4)[N:12]=3)=[CH:7][N:37]=[C:35]([NH:34][CH2:33][C:32]([CH3:39])([OH:31])[CH3:38])[N:36]=2)[CH2:3][CH2:2]1. The yield is 0.390. The catalyst is CN(C=O)C. (2) The reactants are [F:1][C:2]1[CH:3]=[CH:4][C:5]([C:8]2[N:12]=[N:11][N:10]([CH3:13])[C:9]=2[CH2:14][O:15][C:16]2[CH:24]=[CH:23][C:19]([C:20]([OH:22])=O)=[CH:18][N:17]=2)=[N:6][CH:7]=1.[CH:25]([NH2:28])([CH3:27])[CH3:26]. No catalyst specified. The product is [F:1][C:2]1[CH:3]=[CH:4][C:5]([C:8]2[N:12]=[N:11][N:10]([CH3:13])[C:9]=2[CH2:14][O:15][C:16]2[CH:24]=[CH:23][C:19]([C:20]([NH:28][CH:25]([CH3:27])[CH3:26])=[O:22])=[CH:18][N:17]=2)=[N:6][CH:7]=1. The yield is 0.410. (3) The reactants are OS(O)(=O)=O.O=S(=O)=O.[N+:10]([O-:13])(O)=[O:11].[Br:14][C:15]1[C:16]([F:26])=[CH:17][CH:18]=[C:19]2[C:24]=1[N:23]=[C:22]([Cl:25])[CH:21]=[CH:20]2.[N+]([O-])(O)=O. No catalyst specified. The product is [Br:14][C:15]1[C:16]([F:26])=[CH:17][C:18]([N+:10]([O-:13])=[O:11])=[C:19]2[C:24]=1[N:23]=[C:22]([Cl:25])[CH:21]=[CH:20]2. The yield is 0.500. (4) The reactants are C[O:2][C:3](=[O:24])[C:4]1[CH:9]=[C:8]([C:10]2[S:11][CH:12]=[C:13]([C:15]3[CH:20]=[CH:19][C:18]([Cl:21])=[C:17]([Cl:22])[CH:16]=3)[N:14]=2)[CH:7]=[CH:6][C:5]=1Br.Cl.[N:26]1[CH:31]=[CH:30][C:29](B(O)O)=[C:28]([CH3:35])[CH:27]=1. No catalyst specified. The product is [Cl:22][C:17]1[CH:16]=[C:15]([C:13]2[N:14]=[C:10]([C:8]3[CH:7]=[CH:6][C:5]([C:29]4[CH:30]=[CH:31][N:26]=[CH:27][C:28]=4[CH3:35])=[C:4]([CH:9]=3)[C:3]([OH:2])=[O:24])[S:11][CH:12]=2)[CH:20]=[CH:19][C:18]=1[Cl:21]. The yield is 0.420.